Dataset: Forward reaction prediction with 1.9M reactions from USPTO patents (1976-2016). Task: Predict the product of the given reaction. (1) Given the reactants [N:1]12[CH2:8][CH2:7][C:4]([C:9]([C:17]3[CH:22]=[CH:21][CH:20]=[CH:19][CH:18]=3)([C:11]3[CH:16]=[CH:15][CH:14]=[CH:13][CH:12]=3)[OH:10])([CH2:5][CH2:6]1)[CH2:3][CH2:2]2.[Br:23][CH2:24][CH2:25][CH2:26][O:27][C:28]1[CH:33]=[CH:32][CH:31]=[CH:30][C:29]=1[O:34][CH3:35], predict the reaction product. The product is: [Br-:23].[OH:10][C:9]([C:17]1[CH:22]=[CH:21][CH:20]=[CH:19][CH:18]=1)([C:11]1[CH:12]=[CH:13][CH:14]=[CH:15][CH:16]=1)[C:4]12[CH2:5][CH2:6][N+:1]([CH2:24][CH2:25][CH2:26][O:27][C:28]3[CH:33]=[CH:32][CH:31]=[CH:30][C:29]=3[O:34][CH3:35])([CH2:2][CH2:3]1)[CH2:8][CH2:7]2. (2) Given the reactants [CH3:1][O:2][C:3]1[CH:4]=[C:5]([NH:11][C:12]2[N:17]=[C:16]([N:18]3[C:22]([CH3:23])=[CH:21][C:20]([C:24]([F:27])([F:26])[F:25])=[N:19]3)[C:15]([C:28]3[CH:29]=[C:30]([C:36](O)=[O:37])[C:31]([O:34][CH3:35])=[N:32][CH:33]=3)=[CH:14][N:13]=2)[CH:6]=[C:7]([O:9][CH3:10])[CH:8]=1.[CH3:39][C:40]1[C:44]([S:45]([NH2:48])(=[O:47])=[O:46])=[C:43]([CH3:49])[O:42][N:41]=1.C(N(CC)CC)C.[I-].ClC1C=CC=C[N+]=1C, predict the reaction product. The product is: [CH3:10][O:9][C:7]1[CH:6]=[C:5]([NH:11][C:12]2[N:17]=[C:16]([N:18]3[C:22]([CH3:23])=[CH:21][C:20]([C:24]([F:25])([F:27])[F:26])=[N:19]3)[C:15]([C:28]3[CH:29]=[C:30]([C:36]([NH:48][S:45]([C:44]4[C:40]([CH3:39])=[N:41][O:42][C:43]=4[CH3:49])(=[O:46])=[O:47])=[O:37])[C:31]([O:34][CH3:35])=[N:32][CH:33]=3)=[CH:14][N:13]=2)[CH:4]=[C:3]([O:2][CH3:1])[CH:8]=1. (3) Given the reactants [Cl:1][C:2]1[CH:10]=[C:9]2[C:5]([C:6]([C:11]([N:13]3[CH2:18][CH2:17][C:16]4([C:22]5[CH:23]=[CH:24][C:25]([F:27])=[CH:26][C:21]=5[C:20](=[O:28])[O:19]4)[CH2:15][CH2:14]3)=[O:12])=[CH:7][NH:8]2)=[CH:4][CH:3]=1.[N:29]1[CH:34]=[C:33]([CH2:35]OS(C)(=O)=O)[CH:32]=[N:31][CH:30]=1, predict the reaction product. The product is: [Cl:1][C:2]1[CH:10]=[C:9]2[C:5]([C:6]([C:11]([N:13]3[CH2:18][CH2:17][C:16]4([C:22]5[CH:23]=[CH:24][C:25]([F:27])=[CH:26][C:21]=5[C:20](=[O:28])[O:19]4)[CH2:15][CH2:14]3)=[O:12])=[CH:7][N:8]2[CH2:35][C:33]2[CH:34]=[N:29][CH:30]=[N:31][CH:32]=2)=[CH:4][CH:3]=1. (4) Given the reactants BrC1C=NC2C3C=CC(CC(OCC)=O)=CC=3NC=2C=1.[Br:21][C:22]1[CH:23]=[C:24]([N+:38]([O-])=O)[C:25]([C:28]2[CH:33]=[CH:32][CH:31]=[CH:30][C:29]=2[S:34]([CH3:37])(=[O:36])=[O:35])=[N:26][CH:27]=1.CCN(CCOC1C=CC(CC2C=CC=CC=2)=CC=1)CC.Cl, predict the reaction product. The product is: [Br:21][C:22]1[CH:27]=[N:26][C:25]2[C:28]3[C:29]([S:34]([CH3:37])(=[O:36])=[O:35])=[CH:30][CH:31]=[CH:32][C:33]=3[NH:38][C:24]=2[CH:23]=1. (5) The product is: [CH2:1]([NH:8][C:9]([C:14]1[C:18]([NH:19][CH2:20][C:21]2[CH:26]=[CH:25][CH:24]=[CH:23][CH:22]=2)=[N:17][O:16][N:15]=1)=[N:10][OH:11])[C:2]1[CH:3]=[CH:4][CH:5]=[CH:6][CH:7]=1. Given the reactants [CH2:1]([N:8]1C(=O)[O:11][N:10]=[C:9]1[C:14]1[C:18]([NH:19][CH2:20][C:21]2[CH:26]=[CH:25][CH:24]=[CH:23][CH:22]=2)=[N:17][O:16][N:15]=1)[C:2]1[CH:7]=[CH:6][CH:5]=[CH:4][CH:3]=1.[OH-].[Na+], predict the reaction product. (6) Given the reactants Cl.[NH2:2][CH2:3][CH2:4][CH2:5][CH2:6][CH2:7][NH:8][C:9]1[S:10][C:11]([C:15]([C:17]2[CH:22]=[CH:21][CH:20]=[CH:19][C:18]=2[CH3:23])=[O:16])=[C:12]([CH3:14])[N:13]=1.[C:24]1([S:30](Cl)(=[O:32])=[O:31])[CH:29]=[CH:28][CH:27]=[CH:26][CH:25]=1.CCN(CC)CC, predict the reaction product. The product is: [CH3:14][C:12]1[N:13]=[C:9]([NH:8][CH2:7][CH2:6][CH2:5][CH2:4][CH2:3][NH:2][S:30]([C:24]2[CH:29]=[CH:28][CH:27]=[CH:26][CH:25]=2)(=[O:32])=[O:31])[S:10][C:11]=1[C:15](=[O:16])[C:17]1[CH:22]=[CH:21][CH:20]=[CH:19][C:18]=1[CH3:23]. (7) The product is: [Br:1][C:2]1[C:3]([N:23]2[CH2:27][CH2:26][C@@H:25]([OH:28])[CH2:24]2)=[N:4][CH:5]=[C:6]([CH:21]=1)[C:7]([NH:9][C:10]1[CH:15]=[CH:14][C:13]([S:16][C:17]([Cl:20])([F:19])[F:18])=[CH:12][CH:11]=1)=[O:8]. Given the reactants [Br:1][C:2]1[C:3](Cl)=[N:4][CH:5]=[C:6]([CH:21]=1)[C:7]([NH:9][C:10]1[CH:15]=[CH:14][C:13]([S:16][C:17]([Cl:20])([F:19])[F:18])=[CH:12][CH:11]=1)=[O:8].[NH:23]1[CH2:27][CH2:26][C@@H:25]([OH:28])[CH2:24]1, predict the reaction product.